Task: Predict which catalyst facilitates the given reaction.. Dataset: Catalyst prediction with 721,799 reactions and 888 catalyst types from USPTO (1) Reactant: [OH-].[Na+].[CH2:3]([NH:10][C:11](=[O:38])[N:12]([C:14]1[CH:15]=[C:16]([C:20]2[CH:25]=[CH:24][C:23]([CH2:26][CH2:27][C:28]([O:30]C)=[O:29])=[CH:22][C:21]=2[O:32][CH2:33][CH2:34][CH:35]([CH3:37])[CH3:36])[CH:17]=[CH:18][CH:19]=1)[CH3:13])[CH2:4][CH2:5][CH2:6][CH2:7][CH2:8][CH3:9]. Product: [CH2:3]([NH:10][C:11](=[O:38])[N:12]([C:14]1[CH:15]=[C:16]([C:20]2[CH:25]=[CH:24][C:23]([CH2:26][CH2:27][C:28]([OH:30])=[O:29])=[CH:22][C:21]=2[O:32][CH2:33][CH2:34][CH:35]([CH3:37])[CH3:36])[CH:17]=[CH:18][CH:19]=1)[CH3:13])[CH2:4][CH2:5][CH2:6][CH2:7][CH2:8][CH3:9]. The catalyst class is: 5. (2) Reactant: [C:1]1([C:7]2[C:8]([C:16]3[CH:23]=[CH:22][C:19]([CH:20]=O)=[CH:18][CH:17]=3)=[N:9][C:10]3[N:11]([N:13]=[CH:14][CH:15]=3)[CH:12]=2)[CH:6]=[CH:5][CH:4]=[CH:3][CH:2]=1.Cl.[NH:25]1[CH2:30][CH2:29][CH:28]([C:31]2[NH:39][C:34]3=[N:35][CH:36]=[CH:37][CH:38]=[C:33]3[N:32]=2)[CH2:27][CH2:26]1. Product: [C:1]1([C:7]2[C:8]([C:16]3[CH:23]=[CH:22][C:19]([CH2:20][N:25]4[CH2:26][CH2:27][CH:28]([C:31]5[NH:39][C:34]6=[N:35][CH:36]=[CH:37][CH:38]=[C:33]6[N:32]=5)[CH2:29][CH2:30]4)=[CH:18][CH:17]=3)=[N:9][C:10]3[N:11]([N:13]=[CH:14][CH:15]=3)[CH:12]=2)[CH:6]=[CH:5][CH:4]=[CH:3][CH:2]=1. The catalyst class is: 3. (3) Reactant: [CH:1]1([NH:7][C:8]([C:10]2[C:11]([SH:16])=[N:12][CH:13]=[CH:14][CH:15]=2)=[O:9])[CH2:6][CH2:5][CH2:4][CH2:3][CH2:2]1.[CH3:17][S:18]([O:21][C:22]1[CH:27]=[CH:26][CH:25]=[CH:24][C:23]=1[CH2:28][CH2:29]OS(C)(=O)=O)(=[O:20])=[O:19].C(=O)([O-])[O-].[K+].[K+]. Product: [CH:1]1([NH:7][C:8]([C:10]2[C:11]([S:16][CH2:29][CH2:28][C:23]3[CH:24]=[CH:25][CH:26]=[CH:27][C:22]=3[O:21][S:18]([CH3:17])(=[O:19])=[O:20])=[N:12][CH:13]=[CH:14][CH:15]=2)=[O:9])[CH2:2][CH2:3][CH2:4][CH2:5][CH2:6]1. The catalyst class is: 14. (4) Reactant: Br[C:2]1[CH:3]=[C:4]([CH2:10][NH:11][C:12]([C:14]2[CH:19]=[CH:18][CH:17]=[C:16]([C:20]([NH:22][CH2:23][C:24]3[C:25]([NH:37][CH:38]4[CH2:43][CH2:42][O:41][CH2:40][CH2:39]4)=[C:26]4[CH:34]=[N:33][N:32]([CH2:35][CH3:36])[C:27]4=[N:28][C:29]=3[CH2:30][CH3:31])=[O:21])[CH:15]=2)=[O:13])[CH:5]=[CH:6][C:7]=1[O:8][CH3:9].[CH3:44][C@H:45]1[CH2:50][N:49]([CH2:51][C:52]2[CH:57]=[CH:56][CH:55]=[C:54](B3OC(C)(C)C(C)(C)O3)[CH:53]=2)[CH2:48][CH2:47][N:46]1C(OC(C)(C)C)=O.C(=O)([O-])[O-].[K+].[K+]. Product: [CH2:35]([N:32]1[C:27]2=[N:28][C:29]([CH2:30][CH3:31])=[C:24]([CH2:23][NH:22][C:20]([C:16]3[CH:17]=[CH:18][CH:19]=[C:14]([C:12]([NH:11][CH2:10][C:4]4[CH:3]=[C:2]([C:54]5[CH:55]=[CH:56][CH:57]=[C:52]([CH2:51][N:49]6[CH2:48][CH2:47][NH:46][C@@H:45]([CH3:44])[CH2:50]6)[CH:53]=5)[C:7]([O:8][CH3:9])=[CH:6][CH:5]=4)=[O:13])[CH:15]=3)=[O:21])[C:25]([NH:37][CH:38]3[CH2:43][CH2:42][O:41][CH2:40][CH2:39]3)=[C:26]2[CH:34]=[N:33]1)[CH3:36]. The catalyst class is: 667. (5) Reactant: C(O)(=O)C.[Cl:5][C:6]1[CH:7]=[C:8]([CH2:13][NH:14][O:15][CH3:16])[CH:9]=[N:10][C:11]=1[Cl:12].[CH2:17]1[C:22](=[O:23])[O:21][CH2:20][C:18]1=O.O. Product: [Cl:5][C:6]1[CH:7]=[C:8]([CH2:13][N:14]([O:15][CH3:16])[C:18]2[CH2:20][O:21][C:22](=[O:23])[CH:17]=2)[CH:9]=[N:10][C:11]=1[Cl:12]. The catalyst class is: 11. (6) Reactant: [OH:1][C:2]1[CH:3]=[C:4]2[C:9]3=[C:10]([CH2:12][CH2:13][CH2:14][N:8]3[CH:7]=[C:6]([C:15]([OH:17])=[O:16])[C:5]2=[O:18])[CH:11]=1.C(=O)([O-])[O-].[K+].[K+].Cl.[CH2:26]([N:33]([CH2:37][C:38]1[CH:43]=[CH:42][CH:41]=[CH:40][CH:39]=1)[CH2:34][CH2:35]Cl)[C:27]1[CH:32]=[CH:31][CH:30]=[CH:29][CH:28]=1. Product: [CH2:26]([N:33]([CH2:37][C:38]1[CH:43]=[CH:42][CH:41]=[CH:40][CH:39]=1)[CH2:34][CH2:35][O:16][C:15]([C:6]1[C:5](=[O:18])[C:4]2[C:9]3=[C:10]([CH2:12][CH2:13][CH2:14][N:8]3[CH:7]=1)[CH:11]=[C:2]([O:1][CH2:35][CH2:34][N:33]([CH2:26][C:27]1[CH:32]=[CH:31][CH:30]=[CH:29][CH:28]=1)[CH2:37][C:38]1[CH:43]=[CH:42][CH:41]=[CH:40][CH:39]=1)[CH:3]=2)=[O:17])[C:27]1[CH:32]=[CH:31][CH:30]=[CH:29][CH:28]=1. The catalyst class is: 3. (7) Reactant: [N+:1]([C:4]1[CH:5]=[C:6]([OH:10])[CH:7]=[CH:8][CH:9]=1)([O-:3])=[O:2].[H-].[Na+].I[C:14]1[CH:19]=[N:18][CH:17]=[CH:16][N:15]=1. Product: [N+:1]([C:4]1[CH:5]=[C:6]([CH:7]=[CH:8][CH:9]=1)[O:10][C:14]1[CH:19]=[N:18][CH:17]=[CH:16][N:15]=1)([O-:3])=[O:2]. The catalyst class is: 16. (8) Reactant: [Cl:1][C:2]1[N:6]=[CH:5][NH:4][N:3]=1.[H-].[Na+].Cl[C:10]1[N:15]=[C:14]([C:16]([N:18]2[CH2:23][CH2:22][CH:21]([N:24]3[CH2:28][CH2:27][CH2:26][CH2:25]3)[CH2:20][CH2:19]2)=[O:17])[C:13]([CH3:29])=[CH:12][C:11]=1[C:30]1[CH:35]=[CH:34][CH:33]=[C:32]([C:36]([F:39])([F:38])[F:37])[CH:31]=1. Product: [Cl:1][C:2]1[N:6]=[CH:5][N:4]([C:10]2[N:15]=[C:14]([C:16]([N:18]3[CH2:23][CH2:22][CH:21]([N:24]4[CH2:25][CH2:26][CH2:27][CH2:28]4)[CH2:20][CH2:19]3)=[O:17])[C:13]([CH3:29])=[CH:12][C:11]=2[C:30]2[CH:35]=[CH:34][CH:33]=[C:32]([C:36]([F:38])([F:39])[F:37])[CH:31]=2)[N:3]=1. The catalyst class is: 60.